Dataset: Reaction yield outcomes from USPTO patents with 853,638 reactions. Task: Predict the reaction yield, written as a fraction of the theoretical maximum amount of product (1.0 means a 100% yield; for example, 0.34 means a 34% yield). (1) The reactants are [CH:1]([C:3]1[N:8]=[N:7][C:6]2[O:9][CH2:10][CH2:11][CH2:12][C:5]=2[CH:4]=1)=C.O.I([O-])(=O)(=O)=[O:15].[Na+]. The catalyst is O1CCOCC1.[Os](=O)(=O)(=O)=O. The product is [N:7]1[C:6]2[O:9][CH2:10][CH2:11][CH2:12][C:5]=2[CH:4]=[C:3]([CH:1]=[O:15])[N:8]=1. The yield is 0.540. (2) The reactants are [CH3:1][CH2:2][C:3](=O)[CH2:4][CH3:5].[Cl:7][C:8]1[C:13]([NH:14][NH2:15])=[CH:12][CH:11]=[CH:10][N:9]=1. The catalyst is C(O)C. The product is [Cl:7][C:8]1[C:13]([NH:14][N:15]=[C:3]([CH2:4][CH3:5])[CH2:2][CH3:1])=[CH:12][CH:11]=[CH:10][N:9]=1. The yield is 0.880. (3) The reactants are [CH3:1][O:2][C:3]1[CH:12]=[CH:11][C:10](/[CH:13]=[N:14]/OC)=[CH:9][C:4]=1[C:5]([O:7][CH3:8])=[O:6].Cl. The catalyst is CO.[Pd]. The product is [NH2:14][CH2:13][C:10]1[CH:11]=[CH:12][C:3]([O:2][CH3:1])=[C:4]([CH:9]=1)[C:5]([O:7][CH3:8])=[O:6]. The yield is 0.780. (4) The reactants are [Cl:1][C:2]1[N:3]=[C:4]([Cl:11])[C:5]2[CH:10]=[CH:9][NH:8][C:6]=2[N:7]=1.C(Cl)Cl.[I:15]N1C(=O)CCC1=O. The catalyst is CCCCCC.C(OCC)(=O)C. The product is [Cl:1][C:2]1[N:3]=[C:4]([Cl:11])[C:5]2[C:10]([I:15])=[CH:9][NH:8][C:6]=2[N:7]=1. The yield is 0.910. (5) The reactants are [F:1][C:2]1[CH:7]=[CH:6][C:5]([C@@H:8]2[NH:13][C:12](=[O:14])[C@H:11]([CH2:15][CH:16]([CH3:18])[CH3:17])[NH:10][CH2:9]2)=[CH:4][CH:3]=1.[F:19][C:20]1[CH:25]=[CH:24][C:23]([C:26]2[O:30][N:29]=[C:28]([C:31](O)=[O:32])[CH:27]=2)=[CH:22][CH:21]=1.C([C@@H]1N(C([C@@H]2C[C@H]2C2C=CC=CC=2)=O)C[C@H](CC(C)C)NC1=O)C(C)C. No catalyst specified. The product is [F:1][C:2]1[CH:3]=[CH:4][C:5]([C@@H:8]2[NH:13][C:12](=[O:14])[C@H:11]([CH2:15][CH:16]([CH3:18])[CH3:17])[N:10]([C:31]([C:28]3[CH:27]=[C:26]([C:23]4[CH:24]=[CH:25][C:20]([F:19])=[CH:21][CH:22]=4)[O:30][N:29]=3)=[O:32])[CH2:9]2)=[CH:6][CH:7]=1. The yield is 0.780. (6) The reactants are [C:1]([C:5]1[CH:9]=[C:8]([NH:10][C:11]([NH:13][C@@H:14]2[C:23]3[C:18](=[CH:19][CH:20]=[CH:21][CH:22]=3)[C@H:17]([O:24][C:25]3[CH:26]=[CH:27][C:28]4[N:29]([C:31]([N:34]5[CH2:39][CH2:38][CH2:37][CH2:36][C@@H:35]5[CH3:40])=[N:32][N:33]=4)[CH:30]=3)[CH2:16][CH2:15]2)=[O:12])[N:7]([CH2:41][CH2:42][O:43]S(C)(=O)=O)[N:6]=1)([CH3:4])([CH3:3])[CH3:2].[CH3:48][N:49]1[CH2:54][CH2:53][NH:52][CH2:51][CH2:50]1.CN(C=[O:59])C. No catalyst specified. The product is [CH:42]([OH:43])=[O:59].[C:1]([C:5]1[CH:9]=[C:8]([NH:10][C:11]([NH:13][C@@H:14]2[C:23]3[C:18](=[CH:19][CH:20]=[CH:21][CH:22]=3)[C@H:17]([O:24][C:25]3[CH:26]=[CH:27][C:28]4[N:29]([C:31]([N:34]5[CH2:39][CH2:38][CH2:37][CH2:36][C@@H:35]5[CH3:40])=[N:32][N:33]=4)[CH:30]=3)[CH2:16][CH2:15]2)=[O:12])[N:7]([CH2:41][CH2:42][N:52]2[CH2:53][CH2:54][N:49]([CH3:48])[CH2:50][CH2:51]2)[N:6]=1)([CH3:4])([CH3:3])[CH3:2]. The yield is 0.170. (7) The reactants are [OH:1][CH:2]([C:17]1[N:18]=[CH:19][N:20]([C:22]([C:35]2[CH:40]=[CH:39][CH:38]=[CH:37][CH:36]=2)([C:29]2[CH:34]=[CH:33][CH:32]=[CH:31][CH:30]=2)[C:23]2[CH:28]=[CH:27][CH:26]=[CH:25][CH:24]=2)[CH:21]=1)[C:3]1[CH:4]=[C:5]2[C:10](=[CH:11][CH:12]=1)[CH:9]=[C:8]([C:13]([NH:15][CH3:16])=[O:14])[CH:7]=[CH:6]2. The catalyst is [O-2].[O-2].[Mn+4].C(OCC)(=O)C. The product is [CH3:16][NH:15][C:13]([C:8]1[CH:7]=[CH:6][C:5]2[C:10](=[CH:11][CH:12]=[C:3]([C:2]([C:17]3[N:18]=[CH:19][N:20]([C:22]([C:23]4[CH:28]=[CH:27][CH:26]=[CH:25][CH:24]=4)([C:29]4[CH:30]=[CH:31][CH:32]=[CH:33][CH:34]=4)[C:35]4[CH:40]=[CH:39][CH:38]=[CH:37][CH:36]=4)[CH:21]=3)=[O:1])[CH:4]=2)[CH:9]=1)=[O:14]. The yield is 0.880. (8) The reactants are [Br:1][C:2]1[CH:3]=[C:4]2[CH:10]=[N:9][NH:8][C:5]2=[N:6][CH:7]=1.[O:11]1[CH:16]=[CH:15][CH2:14][CH2:13][CH2:12]1.C12(CS(O)(=O)=O)C(C)(C)C(CC1)CC2=O. The catalyst is O1CCCC1.C(OCC)(=O)C. The product is [Br:1][C:2]1[CH:3]=[C:4]2[CH:10]=[N:9][N:8]([CH:12]3[CH2:13][CH2:14][CH2:15][CH2:16][O:11]3)[C:5]2=[N:6][CH:7]=1. The yield is 0.900. (9) The reactants are [H-].[Na+].[NH:3]1[C:11]2[C:6](=[CH:7][CH:8]=[CH:9][CH:10]=2)[C:5](C=O)=[CH:4]1.[Br:14][CH2:15][CH2:16][CH2:17]Br.Cl.CN([CH:23]=[O:24])C. The catalyst is O. The product is [Br:14][CH2:15][CH2:16][CH2:17][N:3]1[C:11]2[C:6](=[CH:7][C:8]([CH:23]=[O:24])=[CH:9][CH:10]=2)[CH:5]=[CH:4]1. The yield is 0.330.